Dataset: NCI-60 drug combinations with 297,098 pairs across 59 cell lines. Task: Regression. Given two drug SMILES strings and cell line genomic features, predict the synergy score measuring deviation from expected non-interaction effect. (1) Drug 1: C1=NC(=NC(=O)N1C2C(C(C(O2)CO)O)O)N. Drug 2: C1CN1C2=NC(=NC(=N2)N3CC3)N4CC4. Cell line: KM12. Synergy scores: CSS=39.0, Synergy_ZIP=-3.44, Synergy_Bliss=-1.82, Synergy_Loewe=0.769, Synergy_HSA=4.50. (2) Drug 1: CN1CCC(CC1)COC2=C(C=C3C(=C2)N=CN=C3NC4=C(C=C(C=C4)Br)F)OC. Drug 2: CC1OCC2C(O1)C(C(C(O2)OC3C4COC(=O)C4C(C5=CC6=C(C=C35)OCO6)C7=CC(=C(C(=C7)OC)O)OC)O)O. Cell line: HOP-92. Synergy scores: CSS=48.5, Synergy_ZIP=4.60, Synergy_Bliss=3.64, Synergy_Loewe=5.66, Synergy_HSA=7.64.